From a dataset of Catalyst prediction with 721,799 reactions and 888 catalyst types from USPTO. Predict which catalyst facilitates the given reaction. (1) Reactant: [CH3:1][C:2]1[C:6]([CH3:7])=[C:5]([NH:8][C:9](=[O:16])OCC(Cl)(Cl)Cl)[O:4][N:3]=1.[F:17][C:18]1[CH:23]=[CH:22][CH:21]=[CH:20][C:19]=1[C:24]1[N:25]=[C:26]([CH:29]2[CH2:34][CH2:33][NH:32][CH2:31][CH2:30]2)[S:27][CH:28]=1.C(N(C(C)C)CC)(C)C.O. Product: [CH3:1][C:2]1[C:6]([CH3:7])=[C:5]([NH:8][C:9]([N:32]2[CH2:31][CH2:30][CH:29]([C:26]3[S:27][CH:28]=[C:24]([C:19]4[CH:20]=[CH:21][CH:22]=[CH:23][C:18]=4[F:17])[N:25]=3)[CH2:34][CH2:33]2)=[O:16])[O:4][N:3]=1. The catalyst class is: 16. (2) Reactant: [CH:1]1[C:6]([C:7]2[S:15][C:14]3[CH:13]=[C:12]([OH:16])[CH:11]=[CH:10][C:9]=3[C:8]=2[C:17]([C:19]2[CH:20]=[CH:21][C:22]([O:25][CH2:26][CH2:27][N:28]3[CH2:33][CH2:32][CH2:31][CH2:30][CH2:29]3)=[CH:23][CH:24]=2)=[O:18])=[CH:5][CH:4]=[C:3]([OH:34])[CH:2]=1.C([O-])(=O)C(C)O.C[Si](C)(C)[Cl:43]. The catalyst class is: 824. Product: [CH:5]1[C:6]([C:7]2[S:15][C:14]3[CH:13]=[C:12]([OH:16])[CH:11]=[CH:10][C:9]=3[C:8]=2[C:17]([C:19]2[CH:24]=[CH:23][C:22]([O:25][CH2:26][CH2:27][N:28]3[CH2:33][CH2:32][CH2:31][CH2:30][CH2:29]3)=[CH:21][CH:20]=2)=[O:18])=[CH:1][CH:2]=[C:3]([OH:34])[CH:4]=1.[ClH:43]. (3) Product: [S:22]1[C:18]2[CH:17]=[C:16]([S:13]([N:12]([CH2:25][CH:26]([CH3:28])[CH3:27])[C@@H:9]([C:7]3[S:8][C:4]([CH2:3][NH:2][C:48](=[O:49])[C@H:34]([CH:35]([C:36]4[CH:37]=[CH:38][CH:39]=[CH:40][CH:41]=4)[C:42]4[CH:43]=[CH:44][CH:45]=[CH:46][CH:47]=4)[NH:33][C:31]([O:30][CH3:29])=[O:32])=[CH:5][CH:6]=3)[CH2:10][OH:11])(=[O:15])=[O:14])[CH:24]=[CH:23][C:19]=2[N:20]=[CH:21]1. The catalyst class is: 3. Reactant: Cl.[NH2:2][CH2:3][C:4]1[S:8][C:7]([C@H:9]([N:12]([CH2:25][CH:26]([CH3:28])[CH3:27])[S:13]([C:16]2[CH:24]=[CH:23][C:19]3[N:20]=[CH:21][S:22][C:18]=3[CH:17]=2)(=[O:15])=[O:14])[CH2:10][OH:11])=[CH:6][CH:5]=1.[CH3:29][O:30][C:31]([NH:33][C@H:34]([C:48](O)=[O:49])[CH:35]([C:42]1[CH:47]=[CH:46][CH:45]=[CH:44][CH:43]=1)[C:36]1[CH:41]=[CH:40][CH:39]=[CH:38][CH:37]=1)=[O:32].CCN(C(C)C)C(C)C.F[P-](F)(F)(F)(F)F.N1(O[P+](N(C)C)(N(C)C)N(C)C)C2C=CC=CC=2N=N1. (4) Reactant: C([O:3][C:4]([C:6]1[C:7]([O:18][C:19]2[CH:24]=[CH:23][CH:22]=[C:21]([C:25]#[N:26])[CH:20]=2)=[N:8][C:9]([C:12]2[CH:13]=[N:14][CH:15]=[CH:16][CH:17]=2)=[N:10][CH:11]=1)=[O:5])C.[OH-].[Na+].Cl. Product: [C:25]([C:21]1[CH:20]=[C:19]([CH:24]=[CH:23][CH:22]=1)[O:18][C:7]1[C:6]([C:4]([OH:5])=[O:3])=[CH:11][N:10]=[C:9]([C:12]2[CH:13]=[N:14][CH:15]=[CH:16][CH:17]=2)[N:8]=1)#[N:26]. The catalyst class is: 14.